This data is from Full USPTO retrosynthesis dataset with 1.9M reactions from patents (1976-2016). The task is: Predict the reactants needed to synthesize the given product. (1) Given the product [OH:16][CH2:2][C:3]1[CH:12]=[CH:11][C:6]([C:7]([OH:9])=[O:8])=[CH:5][C:4]=1[O:13][CH3:14], predict the reactants needed to synthesize it. The reactants are: Br[CH2:2][C:3]1[CH:12]=[CH:11][C:6]([C:7]([O:9]C)=[O:8])=[CH:5][C:4]=1[O:13][CH3:14].Cl.[OH2:16]. (2) Given the product [C:26]([C:25]1[CH:24]=[C:23]([C@H:21]([N:20]2[C:2]3[C:3](=[C:4]([C:10]([F:13])([F:12])[F:11])[C:5]([C:6]#[N:7])=[CH:8][CH:9]=3)[CH:14]=[CH:15]2)[CH3:22])[CH:30]=[CH:29][CH:28]=1)#[N:27], predict the reactants needed to synthesize it. The reactants are: F[C:2]1[CH:9]=[CH:8][C:5]([C:6]#[N:7])=[C:4]([C:10]([F:13])([F:12])[F:11])[C:3]=1[C:14]#[C:15][Si](C)(C)C.[NH2:20][C@@H:21]([C:23]1[CH:24]=[C:25]([CH:28]=[CH:29][CH:30]=1)[C:26]#[N:27])[CH3:22].C([O-])([O-])=O.[K+].[K+].C([O-])(O)=O.[Na+]. (3) Given the product [Cl:22][CH2:18][C:14]1[N:13]([S:10]([C:3]2[C:2]([CH3:1])=[CH:7][C:6]([CH3:8])=[CH:5][C:4]=2[CH3:9])(=[O:12])=[O:11])[CH:17]=[CH:16][CH:15]=1, predict the reactants needed to synthesize it. The reactants are: [CH3:1][C:2]1[CH:7]=[C:6]([CH3:8])[CH:5]=[C:4]([CH3:9])[C:3]=1[S:10]([N:13]1[CH:17]=[CH:16][CH:15]=[C:14]1[CH2:18]O)(=[O:12])=[O:11].O=S(Cl)[Cl:22]. (4) The reactants are: Cl[C:2]1[N:7]=[CH:6][N:5]=[C:4]([NH:8][C:9]2[CH:14]=[C:13]([CH2:15][S:16][CH3:17])[C:12]([F:18])=[C:11]([F:19])[CH:10]=2)[N:3]=1.[F:20][C:21]1[CH:26]=[CH:25][C:24](B(O)O)=[C:23]([O:30][CH3:31])[CH:22]=1. Given the product [F:19][C:11]1[CH:10]=[C:9]([NH:8][C:4]2[N:3]=[C:2]([C:24]3[CH:25]=[CH:26][C:21]([F:20])=[CH:22][C:23]=3[O:30][CH3:31])[N:7]=[CH:6][N:5]=2)[CH:14]=[C:13]([CH2:15][S:16][CH3:17])[C:12]=1[F:18], predict the reactants needed to synthesize it. (5) Given the product [Br:1][C:2]1[CH:9]=[CH:8][C:7]([F:10])=[CH:6][C:3]=1[CH:4]([OH:5])[CH3:11], predict the reactants needed to synthesize it. The reactants are: [Br:1][C:2]1[CH:9]=[CH:8][C:7]([F:10])=[CH:6][C:3]=1[CH:4]=[O:5].[CH3:11][Mg]Cl.